Dataset: Reaction yield outcomes from USPTO patents with 853,638 reactions. Task: Predict the reaction yield, written as a fraction of the theoretical maximum amount of product (1.0 means a 100% yield; for example, 0.34 means a 34% yield). (1) The reactants are [N+:1]([CH2:3][C:4]([O:6][CH2:7][CH3:8])=[O:5])#[C-:2].[CH2:9]1[CH2:19][CH2:18]N2C(=NCCC2)C[CH2:10]1.[CH:20](=[O:22])[CH3:21].C(O)(=[O:25])C. The catalyst is C1COCC1. The product is [CH2:7]([O:6][C:4]([C:3]1[NH:1][CH:2]=[C:9]([C:10]([O:22][CH2:20][CH3:21])=[O:25])[C:19]=1[CH3:18])=[O:5])[CH3:8]. The yield is 0.420. (2) The reactants are [F:1][C:2]([F:6])([F:5])[CH2:3][OH:4].C1(=O)O[CH2:10][CH2:9][O:8]1. The catalyst is [I-].C([N+](CCCC)(CCCC)CCCC)CCC.C(N(CC)CC)C. The product is [F:1][C:2]([F:6])([F:5])[CH2:3][O:4][CH2:10][CH2:9][OH:8]. The yield is 0.710. (3) The reactants are [F:1][C:2]([F:12])([F:11])[CH2:3][CH2:4][C:5](=O)[CH2:6][CH2:7][CH:8]=O.[Cl-].[NH4+:14]. The catalyst is C(O)C.C(OCC)(=O)C. The product is [F:1][C:2]([F:12])([F:11])[CH2:3][CH2:4][C:5]1[NH:14][CH:8]=[CH:7][CH:6]=1. The yield is 0.210. (4) The reactants are [CH3:1][O:2][C:3](=[O:12])[CH2:4][C:5]1[CH:6]=[N:7][CH:8]=[C:9](Br)[CH:10]=1.C1(P(C2CCCCC2)C2C=CC=CC=2C2C(OC)=CC=CC=2OC)CCCCC1.P([O-])([O-])([O-])=O.[K+].[K+].[K+].[CH2:50]([C:52]([C:71]1[CH:76]=[CH:75][C:74](/[CH:77]=[CH:78]/[C:79]2([OH:85])[CH2:84][CH2:83][O:82][CH2:81][CH2:80]2)=[C:73]([CH3:86])[CH:72]=1)([C:55]1[CH:60]=[CH:59][C:58](B2OC(C)(C)C(C)(C)O2)=[C:57]([CH3:70])[CH:56]=1)[CH2:53][CH3:54])[CH3:51].C(=O)(O)[O-].[Na+]. The catalyst is C1(C)C=CC=CC=1.C([O-])(=O)C.[Pd+2].C([O-])(=O)C.O. The product is [CH3:1][O:2][C:3](=[O:12])[CH2:4][C:5]1[CH:6]=[N:7][CH:8]=[C:9]([C:58]2[CH:59]=[CH:60][C:55]([C:52]([CH2:53][CH3:54])([C:71]3[CH:76]=[CH:75][C:74](/[CH:77]=[CH:78]/[C:79]4([OH:85])[CH2:84][CH2:83][O:82][CH2:81][CH2:80]4)=[C:73]([CH3:86])[CH:72]=3)[CH2:50][CH3:51])=[CH:56][C:57]=2[CH3:70])[CH:10]=1. The yield is 0.480. (5) The reactants are Cl[C:2]1[CH:7]=[C:6]([C:8]#[N:9])[CH:5]=[CH:4][N:3]=1.[CH3:10][C@H:11]1[CH2:16][N:15]([CH2:17][C:18]2[CH:23]=[CH:22][CH:21]=[C:20](B3OC(C)(C)C(C)(C)O3)[CH:19]=2)[CH2:14][CH2:13][N:12]1[C:33]([O:35][C:36]([CH3:39])([CH3:38])[CH3:37])=[O:34].C([O-])([O-])=O.[K+].[K+]. The catalyst is O1CCOCC1.O.C1C=CC([P]([Pd]([P](C2C=CC=CC=2)(C2C=CC=CC=2)C2C=CC=CC=2)([P](C2C=CC=CC=2)(C2C=CC=CC=2)C2C=CC=CC=2)[P](C2C=CC=CC=2)(C2C=CC=CC=2)C2C=CC=CC=2)(C2C=CC=CC=2)C2C=CC=CC=2)=CC=1. The product is [C:8]([C:6]1[CH:5]=[CH:4][N:3]=[C:2]([C:22]2[CH:23]=[C:18]([CH2:17][N:15]3[CH2:14][CH2:13][N:12]([C:33]([O:35][C:36]([CH3:39])([CH3:38])[CH3:37])=[O:34])[C@@H:11]([CH3:10])[CH2:16]3)[CH:19]=[CH:20][CH:21]=2)[CH:7]=1)#[N:9]. The yield is 0.940. (6) The reactants are [NH2:1][C:2]1[CH:3]=[C:4]([CH:7]=[C:8]([NH:10][CH2:11][CH2:12][N:13]2[CH2:18][CH2:17][CH2:16][CH2:15][CH2:14]2)[CH:9]=1)[C:5]#[N:6].Cl[C:20]1[C:29]2[C:24](=[CH:25][C:26]([Cl:30])=[CH:27][CH:28]=2)[N:23]=[CH:22][CH:21]=1.Cl. The catalyst is C(O)C. The product is [Cl:30][C:26]1[CH:25]=[C:24]2[C:29]([C:20]([NH:1][C:2]3[CH:3]=[C:4]([CH:7]=[C:8]([NH:10][CH2:11][CH2:12][N:13]4[CH2:18][CH2:17][CH2:16][CH2:15][CH2:14]4)[CH:9]=3)[C:5]#[N:6])=[CH:21][CH:22]=[N:23]2)=[CH:28][CH:27]=1. The yield is 0.150.